Predict which catalyst facilitates the given reaction. From a dataset of Catalyst prediction with 721,799 reactions and 888 catalyst types from USPTO. (1) Reactant: Br.[Br:2][C:3]1[C:12]([OH:13])=[C:11]([CH3:14])[CH:10]=[C:9]2[C:4]=1[CH:5]=[CH:6][C:7]([CH3:15])=[N:8]2.[O:16](S(C(F)(F)F)(=O)=O)[S:17]([C:20]([F:23])([F:22])[F:21])(=O)=[O:18]. Product: [F:21][C:20]([F:23])([F:22])[S:17]([O:13][C:12]1[C:3]([Br:2])=[C:4]2[C:9](=[CH:10][C:11]=1[CH3:14])[N:8]=[C:7]([CH3:15])[CH:6]=[CH:5]2)(=[O:18])=[O:16]. The catalyst class is: 272. (2) Reactant: [Br:1]B1C2CCCC1CCC2.[CH2:11]([O:16][CH:17]1[CH2:22][CH2:21][CH2:20][CH2:19][O:18]1)[CH2:12][CH2:13][C:14]#[CH:15].C(O)(=O)C. Product: [Br:1][C:14](=[CH2:15])[CH2:13][CH2:12][CH2:11][O:16][CH:17]1[CH2:22][CH2:21][CH2:20][CH2:19][O:18]1. The catalyst class is: 34.